From a dataset of Retrosynthesis with 50K atom-mapped reactions and 10 reaction types from USPTO. Predict the reactants needed to synthesize the given product. (1) Given the product O=C(OCC1CCN(Cc2ccccc2)CC1)Oc1ccc([N+](=O)[O-])cc1, predict the reactants needed to synthesize it. The reactants are: O=C(Cl)Oc1ccc([N+](=O)[O-])cc1.OCC1CCN(Cc2ccccc2)CC1. (2) Given the product BrCc1nc(-c2ccccc2)nn1-c1ccccc1, predict the reactants needed to synthesize it. The reactants are: BrC(Br)(Br)Br.OCc1nc(-c2ccccc2)nn1-c1ccccc1. (3) Given the product CC(C)=CCC/C(C)=C/CC/C(=C\CC/C(C)=C/C(=O)N1CCOCC1)CO, predict the reactants needed to synthesize it. The reactants are: C1COCCN1.CC(C)=CCC/C(C)=C/CC/C(=C\CC/C(C)=C/C(=O)O)CO. (4) Given the product CN1CCC(Oc2cccc(C#N)n2)CC1, predict the reactants needed to synthesize it. The reactants are: CN1CCC(O)CC1.N#Cc1cccc(Br)n1.